From a dataset of Peptide-MHC class I binding affinity with 185,985 pairs from IEDB/IMGT. Regression. Given a peptide amino acid sequence and an MHC pseudo amino acid sequence, predict their binding affinity value. This is MHC class I binding data. (1) The binding affinity (normalized) is 0.0847. The peptide sequence is TPALAARGF. The MHC is HLA-B46:01 with pseudo-sequence HLA-B46:01. (2) The peptide sequence is SAVPTEWFPT. The MHC is HLA-A32:01 with pseudo-sequence HLA-A32:01. The binding affinity (normalized) is 0.0355. (3) The binding affinity (normalized) is 0.0871. The MHC is HLA-B27:05 with pseudo-sequence HLA-B27:05. The peptide sequence is IPRRIRQGL.